Dataset: Full USPTO retrosynthesis dataset with 1.9M reactions from patents (1976-2016). Task: Predict the reactants needed to synthesize the given product. Given the product [CH3:1][O:2][C:3]([C:5]1[N:6]([C:29]2[CH:28]=[CH:27][C:26]([CH2:25][NH:24][C:22]([O:21][C:17]([CH3:20])([CH3:19])[CH3:18])=[O:23])=[CH:31][CH:30]=2)[C:7]2[C:12]([C:13]=1[Cl:14])=[CH:11][C:10]([O:15][CH3:16])=[CH:9][CH:8]=2)=[O:4], predict the reactants needed to synthesize it. The reactants are: [CH3:1][O:2][C:3]([C:5]1[NH:6][C:7]2[C:12]([C:13]=1[Cl:14])=[CH:11][C:10]([O:15][CH3:16])=[CH:9][CH:8]=2)=[O:4].[C:17]([O:21][C:22]([NH:24][CH2:25][C:26]1[CH:31]=[CH:30][C:29](B(O)O)=[CH:28][CH:27]=1)=[O:23])([CH3:20])([CH3:19])[CH3:18].CN(C)C=O.C(N(CC)C(C)C)(C)C.